From a dataset of Full USPTO retrosynthesis dataset with 1.9M reactions from patents (1976-2016). Predict the reactants needed to synthesize the given product. (1) Given the product [F:1][C:2]1[CH:7]=[CH:6][C:5]([F:8])=[CH:4][C:3]=1[C@H:9]1[CH2:13][CH2:12][CH2:11][N:10]1[C:14]1[CH:19]=[CH:18][N:17]2[N:20]=[CH:21][C:22](/[CH:23]=[CH:24]/[C:25]([N:61]3[CH2:66][CH2:65][O:64][CH2:63][CH2:62]3)=[O:27])=[C:16]2[N:15]=1, predict the reactants needed to synthesize it. The reactants are: [F:1][C:2]1[CH:7]=[CH:6][C:5]([F:8])=[CH:4][C:3]=1[C@H:9]1[CH2:13][CH2:12][CH2:11][N:10]1[C:14]1[CH:19]=[CH:18][N:17]2[N:20]=[CH:21][C:22](/[CH:23]=[CH:24]/[C:25]([OH:27])=O)=[C:16]2[N:15]=1.CN(C(ON1N=NC2C=CC=NC1=2)=[N+](C)C)C.F[P-](F)(F)(F)(F)F.CCN(C(C)C)C(C)C.[NH:61]1[CH2:66][CH2:65][O:64][CH2:63][CH2:62]1. (2) Given the product [CH2:7]([O:9][C:10]([CH:12]1[CH2:16][N:15]2[C:17]([C:27]3[S:35][C:34]4[CH:33]=[CH:32][N:31]=[CH:30][C:29]=4[CH:28]=3)=[C:18]([C:20]3[CH:25]=[CH:24][CH:23]=[C:22]([CH3:26])[N:21]=3)[N:19]=[C:14]2[NH:13]1)=[O:11])[CH3:8], predict the reactants needed to synthesize it. The reactants are: C([O-])([O-])=O.[K+].[K+].[CH2:7]([O:9][C:10]([CH:12]1[CH2:16][N:15]2[C:17]([C:27]3[S:35][C:34]4[CH:33]=[CH:32][N:31]=[CH:30][C:29]=4[CH:28]=3)=[C:18]([C:20]3[CH:25]=[CH:24][CH:23]=[C:22]([CH3:26])[N:21]=3)[N:19]=[C:14]2[N:13]1C(=O)C)=[O:11])[CH3:8]. (3) Given the product [CH2:1]([O:3][C:4](=[O:17])[CH2:5][CH:6]1[O:10][B:9]([OH:11])[C:8]2[CH:12]=[C:13]([O:16][C:20]3[CH:25]=[CH:24][N:23]=[CH:22][N:21]=3)[CH:14]=[CH:15][C:7]1=2)[CH3:2], predict the reactants needed to synthesize it. The reactants are: [CH2:1]([O:3][C:4](=[O:17])[CH2:5][CH:6]1[O:10][B:9]([OH:11])[C:8]2[CH:12]=[C:13]([OH:16])[CH:14]=[CH:15][C:7]1=2)[CH3:2].Cl.Cl[C:20]1[CH:25]=[CH:24][N:23]=[CH:22][N:21]=1.[H-].[Na+].[NH4+].[Cl-].Cl. (4) Given the product [NH:2]([C:6]1[N:7]=[C:8]([NH2:24])[C:9]2[N:10]=[CH:11][N:12]([C:22]=2[N:23]=1)[C@@H:13]1[O:21][C@H:18]([CH2:19][OH:20])[C@@H:16]([OH:17])[C@H:14]1[OH:15])[NH2:3], predict the reactants needed to synthesize it. The reactants are: O.[NH2:2][NH2:3].O.Cl[C:6]1[N:7]=[C:8]([NH2:24])[C:9]2[N:10]=[CH:11][N:12]([C:22]=2[N:23]=1)[C@@H:13]1[O:21][C@H:18]([CH2:19][OH:20])[C@@H:16]([OH:17])[C@H:14]1[OH:15].Cl[C:6]1[N:7]=[C:8]([NH2:24])[C:9]2[N:10]=[CH:11][N:12]([C:22]=2[N:23]=1)[C@@H:13]1[O:21][C@H:18]([CH2:19][OH:20])[C@@H:16]([OH:17])[C@H:14]1[OH:15]. (5) Given the product [CH3:1][O:2][C:3](=[O:12])[CH2:4][C:5]1[CH:10]=[CH:9][CH:8]=[C:7]([C:15]#[N:16])[CH:6]=1, predict the reactants needed to synthesize it. The reactants are: [CH3:1][O:2][C:3](=[O:12])[CH2:4][C:5]1[CH:10]=[CH:9][CH:8]=[C:7](Br)[CH:6]=1.[NH4+].[OH-].[CH3:15][N:16](C=O)C. (6) Given the product [OH2:10].[CH3:16][CH:17]([CH3:42])[C@@H:18]([O:36][C:37](=[O:41])[CH:38]([CH3:40])[CH3:39])[O:19][C:20]([NH:22][CH2:23][C@@H:24]([C:29]1[CH:34]=[CH:33][C:32]([Cl:35])=[CH:31][CH:30]=1)[CH2:25][C:26]([OH:28])=[O:27])=[O:21].[CH3:43][CH:44]([CH3:69])[C@@H:45]([O:63][C:64](=[O:68])[CH:65]([CH3:67])[CH3:66])[O:46][C:47]([NH:49][CH2:50][C@@H:51]([C:56]1[CH:61]=[CH:60][C:59]([Cl:62])=[CH:58][CH:57]=1)[CH2:52][C:53]([OH:55])=[O:54])=[O:48].[CH3:16][CH:17]([CH3:42])[C@H:18]([O:36][C:37](=[O:41])[CH:38]([CH3:40])[CH3:39])[O:19][C:20]([NH:22][CH2:23][C@@H:24]([C:29]1[CH:34]=[CH:33][C:32]([Cl:35])=[CH:31][CH:30]=1)[CH2:25][C:26]([OH:28])=[O:27])=[O:21], predict the reactants needed to synthesize it. The reactants are: C1C([C@H](CN)CC(O)=[O:10])=CC=C(Cl)C=1.O.[CH3:16][CH:17]([CH3:42])[C@@H:18]([O:36][C:37](=[O:41])[CH:38]([CH3:40])[CH3:39])[O:19][C:20]([NH:22][CH2:23][C@@H:24]([C:29]1[CH:34]=[CH:33][C:32]([Cl:35])=[CH:31][CH:30]=1)[CH2:25][C:26]([OH:28])=[O:27])=[O:21].[CH3:43][CH:44]([CH3:69])[C@H:45]([O:63][C:64](=[O:68])[CH:65]([CH3:67])[CH3:66])[O:46][C:47]([NH:49][CH2:50][C@@H:51]([C:56]1[CH:61]=[CH:60][C:59]([Cl:62])=[CH:58][CH:57]=1)[CH2:52][C:53]([OH:55])=[O:54])=[O:48]. (7) The reactants are: Cl[CH2:2][O:3][C:4]([NH:6][C@@H:7]([CH3:33])[C:8]([O:10][CH2:11][CH2:12][CH2:13][CH2:14][CH2:15][CH2:16][CH2:17][CH2:18][CH2:19][CH2:20][CH2:21][CH2:22][CH2:23][CH2:24][CH2:25][CH2:26][CH2:27][CH2:28][CH2:29][CH2:30][CH2:31][CH3:32])=[O:9])=[O:5].[I-:34].[Na+]. Given the product [I:34][CH2:2][O:3][C:4]([NH:6][C@@H:7]([CH3:33])[C:8]([O:10][CH2:11][CH2:12][CH2:13][CH2:14][CH2:15][CH2:16][CH2:17][CH2:18][CH2:19][CH2:20][CH2:21][CH2:22][CH2:23][CH2:24][CH2:25][CH2:26][CH2:27][CH2:28][CH2:29][CH2:30][CH2:31][CH3:32])=[O:9])=[O:5], predict the reactants needed to synthesize it. (8) Given the product [Cl:53][C:35]1[C:36]([NH:38][C:39]2[CH:44]=[CH:43][C:42]([N:45]3[CH2:46][CH2:47][O:48][CH2:49][CH2:50]3)=[CH:41][C:40]=2[O:51][CH3:52])=[N:37][C:32]([NH:29][C:27]2[C:26]([F:30])=[CH:25][C:24]3[N:18]([CH2:16][CH3:17])[CH2:19][CH2:20][CH2:21][O:22][C:23]=3[CH:28]=2)=[N:33][CH:34]=1, predict the reactants needed to synthesize it. The reactants are: C12(CS(O)(=O)=O)C(C)(C)C(CC1)CC2=O.[CH2:16]([N:18]1[C:24]2[CH:25]=[C:26]([F:30])[C:27]([NH2:29])=[CH:28][C:23]=2[O:22][CH2:21][CH2:20][CH2:19]1)[CH3:17].Cl[C:32]1[N:37]=[C:36]([NH:38][C:39]2[CH:44]=[CH:43][C:42]([N:45]3[CH2:50][CH2:49][O:48][CH2:47][CH2:46]3)=[CH:41][C:40]=2[O:51][CH3:52])[C:35]([Cl:53])=[CH:34][N:33]=1.C(=O)([O-])[O-]. (9) Given the product [OH:19][CH:20]1[CH2:25][CH2:24][CH2:23][N:22]([C:16]([C:13]2[S:14][CH:15]=[C:11]([C:7]3[S:6][C:5]([NH:4][C:1](=[O:3])[CH3:2])=[N:9][C:8]=3[CH3:10])[N:12]=2)=[O:17])[CH2:21]1, predict the reactants needed to synthesize it. The reactants are: [C:1]([NH:4][C:5]1[S:6][C:7]([C:11]2[N:12]=[C:13]([C:16](Cl)=[O:17])[S:14][CH:15]=2)=[C:8]([CH3:10])[N:9]=1)(=[O:3])[CH3:2].[OH:19][CH:20]1[CH2:25][CH2:24][CH2:23][NH:22][CH2:21]1.C(N(CC)CC)C. (10) Given the product [CH2:16]([O:3][C:4]1[CH:5]=[CH:6][C:7]([CH2:10][C:11]([O:13][CH2:14][CH3:15])=[O:12])=[CH:8][CH:9]=1)[C:17]1[CH:22]=[CH:21][CH:20]=[CH:19][CH:18]=1, predict the reactants needed to synthesize it. The reactants are: [H-].[Na+].[OH:3][C:4]1[CH:9]=[CH:8][C:7]([CH2:10][C:11]([O:13][CH2:14][CH3:15])=[O:12])=[CH:6][CH:5]=1.[CH2:16](Br)[C:17]1[CH:22]=[CH:21][CH:20]=[CH:19][CH:18]=1.[Cl-].[NH4+].